From a dataset of Reaction yield outcomes from USPTO patents with 853,638 reactions. Predict the reaction yield, written as a fraction of the theoretical maximum amount of product (1.0 means a 100% yield; for example, 0.34 means a 34% yield). (1) The reactants are FC1C(NC2C=C(OC(C)C)NN=2)=NC([NH:10][C@H:11]([C:14]2[CH:19]=[CH:18][C:17]([F:20])=[CH:16][CH:15]=2)[CH2:12][OH:13])=C(C=1)C#N.[CH3:31][OH:32]. The yield is 0.610. The product is [NH2:10][C:11]([C:14]1[CH:15]=[CH:16][C:17]([F:20])=[CH:18][CH:19]=1)([CH2:12][OH:13])[CH2:31][OH:32]. The catalyst is [Ni]. (2) The reactants are Cl[C:2]1[N:3]=[C:4]([OH:12])[C:5]2[CH:11]=[CH:10][N:9]=[CH:8][C:6]=2[N:7]=1.[CH:13]([C:16]1[CH:17]=[CH:18][C:19]([N:22]([CH3:30])[C:23]2[CH:28]=[CH:27][C:26]([OH:29])=[CH:25][CH:24]=2)=[N:20][CH:21]=1)([CH3:15])[CH3:14]. No catalyst specified. The product is [CH:13]([C:16]1[CH:17]=[CH:18][C:19]([N:22]([CH3:30])[C:23]2[CH:24]=[CH:25][C:26]([O:29][C:2]3[N:3]=[C:4]([OH:12])[C:5]4[CH:11]=[CH:10][N:9]=[CH:8][C:6]=4[N:7]=3)=[CH:27][CH:28]=2)=[N:20][CH:21]=1)([CH3:15])[CH3:14]. The yield is 0.280. (3) The reactants are C([N:20]1[CH:28]=[N:27][C:26]2[C:21]1=[N:22][CH:23]=[N:24][C:25]=2[NH:29]C(=O)OC(C)(C)C)(C1C=CC=CC=1)(C1C=CC=CC=1)C1C=CC=CC=1.[H-].[Na+].Br.Br[CH:41]([C:43]1[O:44][C:45](=[O:65])[C:46]2[C:51]([C:52]=1[C:53]1[S:54][C:55]([CH2:58][N:59]3[CH2:64][CH2:63][O:62][CH2:61][CH2:60]3)=[CH:56][CH:57]=1)=[CH:50][CH:49]=[CH:48][CH:47]=2)[CH3:42]. The catalyst is CN(C)C=O.[Cl-].[Na+].O. The product is [N:24]1[C:25]([NH:29][CH:41]([C:43]2[O:44][C:45](=[O:65])[C:46]3[C:51]([C:52]=2[C:53]2[S:54][C:55]([CH2:58][N:59]4[CH2:60][CH2:61][O:62][CH2:63][CH2:64]4)=[CH:56][CH:57]=2)=[CH:50][CH:49]=[CH:48][CH:47]=3)[CH3:42])=[C:26]2[C:21]([NH:20][CH:28]=[N:27]2)=[N:22][CH:23]=1. The yield is 0.0950. (4) The catalyst is C(Cl)Cl. The product is [Br:1][C:13]1[CH:14]=[CH:15][CH:16]=[C:11]([CH2:9][CH3:10])[C:12]=1[OH:17]. The reactants are [Br:1]N1C(=O)CCC1=O.[CH2:9]([C:11]1[CH:16]=[CH:15][CH:14]=[CH:13][C:12]=1[OH:17])[CH3:10].C(N(C(C)C)CC)(C)C.Cl. The yield is 0.800. (5) The reactants are [Cl:1][C:2]1[N:3]([CH2:10][C:11]2([CH3:14])[CH2:13][O:12]2)[CH:4]=[C:5]([N+:7]([O-:9])=[O:8])[N:6]=1.[NH:15]1[CH2:20][CH2:19][CH:18]([NH:21][C:22]2[CH:27]=[CH:26][C:25]([O:28][C:29]([F:32])([F:31])[F:30])=[CH:24][CH:23]=2)[CH2:17][CH2:16]1.O. The catalyst is CN(C=O)C. The product is [Cl:1][C:2]1[N:3]([CH2:10][C:11]([CH3:14])([OH:12])[CH2:13][N:15]2[CH2:20][CH2:19][CH:18]([NH:21][C:22]3[CH:23]=[CH:24][C:25]([O:28][C:29]([F:30])([F:31])[F:32])=[CH:26][CH:27]=3)[CH2:17][CH2:16]2)[CH:4]=[C:5]([N+:7]([O-:9])=[O:8])[N:6]=1. The yield is 0.560. (6) The reactants are [NH2:1][CH2:2][CH2:3][C:4]1[N:5]([CH:27]([C:34]2[CH:39]=[CH:38][CH:37]=[CH:36][CH:35]=2)[C:28]2[CH:33]=[CH:32][CH:31]=[CH:30][CH:29]=2)[C:6]2[C:11]([C:12]=1[CH2:13][CH2:14][O:15][C:16]1[CH:25]=[CH:24][C:19]([C:20]([O:22]C)=[O:21])=[CH:18][CH:17]=1)=[CH:10][C:9]([Cl:26])=[CH:8][CH:7]=2.[CH:40]1([S:43](Cl)(=[O:45])=[O:44])[CH2:42][CH2:41]1. No catalyst specified. The product is [CH:27]([N:5]1[C:6]2[C:11](=[CH:10][C:9]([Cl:26])=[CH:8][CH:7]=2)[C:12]([CH2:13][CH2:14][O:15][C:16]2[CH:25]=[CH:24][C:19]([C:20]([OH:22])=[O:21])=[CH:18][CH:17]=2)=[C:4]1[CH2:3][CH2:2][NH:1][S:43]([CH:40]1[CH2:42][CH2:41]1)(=[O:45])=[O:44])([C:34]1[CH:39]=[CH:38][CH:37]=[CH:36][CH:35]=1)[C:28]1[CH:29]=[CH:30][CH:31]=[CH:32][CH:33]=1. The yield is 0.750. (7) The reactants are C[C:2]1(C)[CH:6]2[CH2:7][CH2:8][C:3]1(CS(O)(=O)=O)[C:4](=O)[CH2:5]2.C(O[C:19]([C@H:21]1[C@@H:26]([NH2:27])[C@@H:25]2[CH2:28][C@H:22]1[CH2:23][CH2:24]2)=[O:20])C.C1(CCOS(C2C=CC(C)=CC=2)(=O)=O)CCCC1.C(N(CC)CC)C.[I-].[K+].[CH3:56][S:57]([NH:60][CH2:61][C:62]1[C:70]2[S:69](=[O:72])(=[O:71])[N:68]=[C:67]([CH2:73][C:74](O)=[O:75])[NH:66][C:65]=2[S:64][CH:63]=1)(=[O:59])=[O:58].Cl.CN(C)CCCN=C=NCC. The catalyst is CN(C)C=O. The product is [CH:3]1([CH2:4][CH2:5][N:27]2[C:74](=[O:75])[C:73]([C:67]3[NH:66][C:65]4[S:64][CH:63]=[C:62]([CH2:61][NH:60][S:57]([CH3:56])(=[O:58])=[O:59])[C:70]=4[S:69](=[O:72])(=[O:71])[N:68]=3)=[C:19]([OH:20])[C@H:21]3[C@@H:26]2[C@H:25]2[CH2:28][C@@H:22]3[CH2:23][CH2:24]2)[CH2:2][CH2:6][CH2:7][CH2:8]1. The yield is 0.0720. (8) The reactants are [Cl:1][C:2]1[CH:7]=[CH:6][CH:5]=[C:4]([Cl:8])[C:3]=1[C:9]1[C:13]([CH2:14][O:15][C:16]2[CH:21]=[CH:20][C:19](B3OC(C)(C)C(C)(C)O3)=[CH:18][CH:17]=2)=[C:12]([CH:31]([CH3:33])[CH3:32])[O:11][N:10]=1.Br[C:35]1[CH:36]=[CH:37][C:38]2[S:42][C:41]([C:43]([OH:45])=[O:44])=[CH:40][C:39]=2[CH:46]=1.C(=O)([O-])[O-].[Na+].[Na+].Cl. The catalyst is O.COCCOC. The product is [Cl:8][C:4]1[CH:5]=[CH:6][CH:7]=[C:2]([Cl:1])[C:3]=1[C:9]1[C:13]([CH2:14][O:15][C:16]2[CH:17]=[CH:18][C:19]([C:35]3[CH:36]=[CH:37][C:38]4[S:42][C:41]([C:43]([OH:45])=[O:44])=[CH:40][C:39]=4[CH:46]=3)=[CH:20][CH:21]=2)=[C:12]([CH:31]([CH3:33])[CH3:32])[O:11][N:10]=1. The yield is 0.100. (9) The reactants are [NH2:1][CH:2]([CH3:13])[C:3]([N:5]1[CH2:10][CH2:9][S:8](=[O:12])(=[O:11])[CH2:7][CH2:6]1)=O. The yield is 0.900. The catalyst is C1COCC1. The product is [O:12]=[S:8]1(=[O:11])[CH2:9][CH2:10][N:5]([CH2:3][C@@H:2]([NH2:1])[CH3:13])[CH2:6][CH2:7]1.